From a dataset of Reaction yield outcomes from USPTO patents with 853,638 reactions. Predict the reaction yield, written as a fraction of the theoretical maximum amount of product (1.0 means a 100% yield; for example, 0.34 means a 34% yield). The reactants are [F:1][C:2]1[CH:7]=[CH:6][C:5]([CH:8]([CH2:11][CH2:12][CH2:13][CH2:14][CH3:15])[C:9]#[N:10])=[CH:4][CH:3]=1.[H-].[Na+].[CH2:18]=[O:19]. The catalyst is CN(C=O)C. The product is [OH:19][CH2:18][C:8]([C:5]1[CH:4]=[CH:3][C:2]([F:1])=[CH:7][CH:6]=1)([CH2:11][CH2:12][CH2:13][CH2:14][CH3:15])[C:9]#[N:10]. The yield is 0.440.